From a dataset of Reaction yield outcomes from USPTO patents with 853,638 reactions. Predict the reaction yield, written as a fraction of the theoretical maximum amount of product (1.0 means a 100% yield; for example, 0.34 means a 34% yield). (1) The reactants are [N:1]([O-:3])=O.[Na+].[NH:5]1[C:11]2[CH:12]=[CH:13][CH:14]=[CH:15][C:10]=2[CH2:9][CH2:8][CH2:7][CH2:6]1. The yield is 0.910. The product is [N:1]([N:5]1[C:11]2[CH:12]=[CH:13][CH:14]=[CH:15][C:10]=2[CH2:9][CH2:8][CH2:7][CH2:6]1)=[O:3]. The catalyst is O.CC(O)=O. (2) The reactants are [F:1][C:2]([F:7])([F:6])[C:3]([OH:5])=[O:4].[O:8]1[C:12]2[CH:13]=[CH:14][CH:15]=[CH:16][C:11]=2[N:10]=[C:9]1[C:17]1[CH:37]=[CH:36][C:20]([C:21]([N:23]2[CH2:28][CH2:27][N:26](C(OC(C)(C)C)=O)[CH2:25][CH2:24]2)=[O:22])=[CH:19][CH:18]=1. The catalyst is ClCCl. The product is [F:1][C:2]([F:7])([F:6])[C:3]([OH:5])=[O:4].[O:8]1[C:12]2[CH:13]=[CH:14][CH:15]=[CH:16][C:11]=2[N:10]=[C:9]1[C:17]1[CH:37]=[CH:36][C:20]([C:21]([N:23]2[CH2:24][CH2:25][NH:26][CH2:27][CH2:28]2)=[O:22])=[CH:19][CH:18]=1. The yield is 1.00. (3) The yield is 0.730. The reactants are C(OC(=O)[NH:7][C:8]1[CH:13]=[C:12]([O:14][CH3:15])[CH:11]=[CH:10][C:9]=1[CH2:16][C:17](=O)[CH2:18][CH3:19])(C)(C)C.C(O)(C(F)(F)F)=O. The product is [CH2:18]([C:17]1[NH:7][C:8]2[C:9]([CH:16]=1)=[CH:10][CH:11]=[C:12]([O:14][CH3:15])[CH:13]=2)[CH3:19]. The catalyst is C1COCC1. (4) No catalyst specified. The yield is 0.920. The product is [Cl:1][C:2]1[CH:3]=[C:4]2[C:8](=[CH:9][CH:10]=1)[N:7]([CH2:11]/[CH:12]=[CH:13]/[C:14]1[CH:15]=[C:42]([CH:17]=[CH:18][CH:19]=1)[CH2:46][O:45][C@H:44]([CH3:43])[C:50]([OH:51])=[O:47])[C:6]([CH3:32])=[C:5]2[C:33](=[O:34])[C:35]1[CH:40]=[CH:39][C:38]([CH3:41])=[CH:37][CH:36]=1. The reactants are [Cl:1][C:2]1[CH:3]=[C:4]2[C:8](=[CH:9][CH:10]=1)[N:7]([CH2:11]/[CH:12]=[CH:13]/[C:14]1[CH:19]=[CH:18][CH:17]=C(CO[C@H](C)C(N3CCOCC3)=O)[CH:15]=1)[C:6]([CH3:32])=[C:5]2[C:33]([C:35]1[CH:40]=[CH:39][C:38]([CH3:41])=[CH:37][CH:36]=1)=[O:34].[CH2:42]1[CH2:46][O:45][CH2:44][CH2:43]1.[OH-:47].[Li+].Cl.[CH3:50][OH:51]. (5) The reactants are [Cl:1][C:2]1[CH:3]=[CH:4][C:5]2[N:6]([CH:8]=[C:9]([CH2:11]Cl)[N:10]=2)[N:7]=1.C(=O)([O-])[O-].[Na+].[Na+].[CH3:19][O:20][C:21]([CH:23]1[CH2:28][CH2:27][NH:26][CH2:25][CH2:24]1)=[O:22]. The catalyst is CO. The product is [Cl:1][C:2]1[CH:3]=[CH:4][C:5]2[N:6]([CH:8]=[C:9]([CH2:11][N:26]3[CH2:27][CH2:28][CH:23]([C:21]([O:20][CH3:19])=[O:22])[CH2:24][CH2:25]3)[N:10]=2)[N:7]=1. The yield is 0.650. (6) The reactants are [Cr](O[Cr]([O-])(=O)=O)([O-])(=O)=O.[NH+]1C=CC=CC=1.[NH+]1C=CC=CC=1.[CH3:22][O:23][C:24]1[CH:29]=[CH:28][CH:27]=[CH:26][C:25]=1[CH:30]([C:32]1[CH:41]=[CH:40][C:39]2[C:34](=[CH:35][CH:36]=[CH:37][CH:38]=2)[C:33]=1[N+:42]([O-:44])=[O:43])[OH:31]. The catalyst is ClCCl. The product is [CH3:22][O:23][C:24]1[CH:29]=[CH:28][CH:27]=[CH:26][C:25]=1[C:30]([C:32]1[CH:41]=[CH:40][C:39]2[C:34](=[CH:35][CH:36]=[CH:37][CH:38]=2)[C:33]=1[N+:42]([O-:44])=[O:43])=[O:31]. The yield is 0.880. (7) The reactants are [OH-].[Na+].C[O:4][C:5](=[O:34])[C:6]1[CH:11]=[CH:10][C:9]([NH:12][C:13]([C:15]2[CH:25]=[C:24]([O:26][CH2:27][C:28]3[CH:33]=[CH:32][CH:31]=[CH:30][CH:29]=3)[C:18]3[CH2:19][C:20]([CH3:23])([CH3:22])[O:21][C:17]=3[CH:16]=2)=[O:14])=[N:8][CH:7]=1. No catalyst specified. The product is [CH2:27]([O:26][C:24]1[C:18]2[CH2:19][C:20]([CH3:23])([CH3:22])[O:21][C:17]=2[CH:16]=[C:15]([C:13]([NH:12][C:9]2[CH:10]=[CH:11][C:6]([C:5]([OH:34])=[O:4])=[CH:7][N:8]=2)=[O:14])[CH:25]=1)[C:28]1[CH:33]=[CH:32][CH:31]=[CH:30][CH:29]=1. The yield is 0.220.